Dataset: Full USPTO retrosynthesis dataset with 1.9M reactions from patents (1976-2016). Task: Predict the reactants needed to synthesize the given product. Given the product [Br:1][C:2]1[CH:3]=[CH:4][C:5]([N:15]2[CH2:16][CH2:17][CH:12]([N:10]([CH3:11])[CH3:9])[CH2:13][CH2:14]2)=[N:6][CH:7]=1, predict the reactants needed to synthesize it. The reactants are: [Br:1][C:2]1[CH:3]=[CH:4][C:5](F)=[N:6][CH:7]=1.[CH3:9][N:10]([CH:12]1[CH2:17][CH2:16][NH:15][CH2:14][CH2:13]1)[CH3:11].